From a dataset of Forward reaction prediction with 1.9M reactions from USPTO patents (1976-2016). Predict the product of the given reaction. (1) Given the reactants [C:1]([C:3]1[CH:4]=[CH:5][C:6]([C@@H:12]2[C:17]([C:18]#[N:19])=[C:16]([CH3:20])[N:15]([C:21]3[CH:26]=[CH:25][CH:24]=[C:23]([C:27]([F:30])([F:29])[F:28])[CH:22]=3)[C:14](=[O:31])[N:13]2[CH3:32])=[C:7]([S:9]([O-:11])=[O:10])[CH:8]=1)#[N:2].[Na+].Br[CH2:35][CH:36]1[CH2:38][CH2:37]1.[I-].[K+], predict the reaction product. The product is: [C:1]([C:3]1[CH:4]=[CH:5][C:6]([C@@H:12]2[C:17]([C:18]#[N:19])=[C:16]([CH3:20])[N:15]([C:21]3[CH:26]=[CH:25][CH:24]=[C:23]([C:27]([F:29])([F:30])[F:28])[CH:22]=3)[C:14](=[O:31])[N:13]2[CH3:32])=[C:7]([S:9]([CH2:35][CH:36]2[CH2:38][CH2:37]2)(=[O:11])=[O:10])[CH:8]=1)#[N:2]. (2) Given the reactants [NH2:1][OH:2].[CH3:3][C:4]1[C:8]([C:9]2[N:10]([C:25]#[N:26])[C:11]3[C:16]([C:17]=2[C:18]2[CH:23]=[CH:22][C:21]([OH:24])=[CH:20][CH:19]=2)=[CH:15][CH:14]=[CH:13][CH:12]=3)=[C:7]([CH3:27])[S:6][N:5]=1, predict the reaction product. The product is: [CH3:3][C:4]1[C:8]([C:9]2[N:10]([C:25](=[N:1][OH:2])[NH2:26])[C:11]3[C:16]([C:17]=2[C:18]2[CH:23]=[CH:22][C:21]([OH:24])=[CH:20][CH:19]=2)=[CH:15][CH:14]=[CH:13][CH:12]=3)=[C:7]([CH3:27])[S:6][N:5]=1.